Task: Predict the reactants needed to synthesize the given product.. Dataset: Full USPTO retrosynthesis dataset with 1.9M reactions from patents (1976-2016) (1) Given the product [C:1]1([CH3:15])[CH:6]=[CH:5][CH:4]=[CH:3][C:2]=1[C:7]1[N:8]=[CH:9][C:10]([CH2:11][OH:12])=[CH:13][CH:14]=1, predict the reactants needed to synthesize it. The reactants are: [C:1]1([CH3:15])[CH:6]=[CH:5][CH:4]=[CH:3][C:2]=1[C:7]1[CH:14]=[CH:13][C:10]([CH:11]=[O:12])=[CH:9][N:8]=1.[BH4-].[Na+]. (2) Given the product [CH:20]1([C:18]([C:12]2[CH:13]=[C:14]([CH3:17])[CH:15]=[CH:16][C:11]=2[NH:10][C:8]([NH:7][C:5]2[S:6][C:2]([S:30][C:26]3[NH:25][CH:29]=[CH:28][N:27]=3)=[CH:3][N:4]=2)=[O:9])=[O:19])[CH2:24][CH2:23][CH2:22][CH2:21]1, predict the reactants needed to synthesize it. The reactants are: Br[C:2]1[S:6][C:5]([NH:7][C:8]([NH:10][C:11]2[CH:16]=[CH:15][C:14]([CH3:17])=[CH:13][C:12]=2[C:18]([CH:20]2[CH2:24][CH2:23][CH2:22][CH2:21]2)=[O:19])=[O:9])=[N:4][CH:3]=1.[NH:25]1[CH:29]=[CH:28][N:27]=[C:26]1[SH:30]. (3) Given the product [CH3:8][N:9]1[C:18]2[C:13](=[CH:14][CH:15]=[CH:16][CH:17]=2)[CH:12]=[C:11]([C:19]([NH:21][CH2:22][C:23]([OH:25])=[O:24])=[O:20])[C:10]1=[O:30], predict the reactants needed to synthesize it. The reactants are: FC(F)(F)C(O)=O.[CH3:8][N:9]1[C:18]2[C:13](=[CH:14][CH:15]=[CH:16][CH:17]=2)[CH:12]=[C:11]([C:19]([NH:21][CH2:22][C:23]([O:25]C(C)(C)C)=[O:24])=[O:20])[C:10]1=[O:30]. (4) The reactants are: [Cl:1][C:2]1[CH:7]=[CH:6][C:5]([C:8]2[C:13]([C:14]([O:16]C)=[O:15])=[CH:12][N:11]=[C:10]([CH3:18])[N:9]=2)=[CH:4][CH:3]=1.[OH-].[Na+]. Given the product [Cl:1][C:2]1[CH:3]=[CH:4][C:5]([C:8]2[C:13]([C:14]([OH:16])=[O:15])=[CH:12][N:11]=[C:10]([CH3:18])[N:9]=2)=[CH:6][CH:7]=1, predict the reactants needed to synthesize it. (5) Given the product [OH-:35].[NH4+:11].[CH2:23]([N:11]1[CH2:10][CH:9]=[C:8]([C:5]2[CH:6]=[CH:7][C:2]([F:1])=[CH:3][CH:4]=2)[CH2:13][CH2:12]1)[C:24]1[CH:29]=[CH:28][CH:27]=[CH:26][CH:25]=1, predict the reactants needed to synthesize it. The reactants are: [F:1][C:2]1[CH:7]=[CH:6][C:5]([C:8]2[CH2:9][CH2:10][NH:11][CH2:12][CH:13]=2)=[CH:4][CH:3]=1.CCN(C(C)C)C(C)C.[CH2:23](Br)[C:24]1[CH:29]=[CH:28][CH:27]=[CH:26][CH:25]=1.CN(C=[O:35])C. (6) Given the product [Cl:24][C:20]1[N:21]=[C:22]2[CH:23]=[C:18]([CH:19]=1)[C:17](=[O:25])[NH:16][C@H:15]([C@H:26]([OH:30])[CH2:27][NH:28][CH2:32][C:33]1[CH:38]=[CH:37][CH:36]=[C:35]([CH:39]([CH3:41])[CH3:40])[CH:34]=1)[CH2:14][C:13]1=[CH:42][C:9](=[C:10]([OH:43])[CH:11]=[CH:12]1)[CH2:8][CH2:7][CH2:6][CH2:5][NH:4]2, predict the reactants needed to synthesize it. The reactants are: C([N:4]1[C:22]2[CH:23]=[C:18]([CH:19]=[C:20]([Cl:24])[N:21]=2)[C:17](=[O:25])[NH:16][C@H:15]([C@@H:26]2[O:30]C(=O)[N:28]([CH2:32][C:33]3[CH:38]=[CH:37][CH:36]=[C:35]([CH:39]([CH3:41])[CH3:40])[CH:34]=3)[CH2:27]2)[CH2:14][C:13]2=[CH:42][C:9](=[C:10]([OH:43])[CH:11]=[CH:12]2)[CH2:8][CH2:7][CH2:6][CH2:5]1)(=O)C.OS(O)(=O)=O. (7) Given the product [N:1]1([CH2:7][CH2:8][NH:9][C:10]2[N:15]=[C:14]3[NH:16][N:17]=[C:18]([C:19]4[CH:24]=[CH:23][CH:22]=[C:21]([NH:25][CH2:26][C:27]5[CH:31]=[CH:30][S:29][CH:28]=5)[N:20]=4)[C:13]3=[CH:12][N:11]=2)[CH2:6][CH2:5][O:4][CH2:3][CH2:2]1, predict the reactants needed to synthesize it. The reactants are: [N:1]1([CH2:7][CH2:8][NH:9][C:10]2[N:15]=[C:14]3[N:16](COCC[Si](C)(C)C)[N:17]=[C:18]([C:19]4[CH:24]=[CH:23][CH:22]=[C:21]([NH:25][CH2:26][C:27]5[CH:31]=[CH:30][S:29][CH:28]=5)[N:20]=4)[C:13]3=[CH:12][N:11]=2)[CH2:6][CH2:5][O:4][CH2:3][CH2:2]1.C(O)(C(F)(F)F)=O. (8) Given the product [CH:1]([C:4]1[CH:5]=[C:6]([CH:9]=[C:10]([CH:14]([CH3:16])[CH3:15])[C:11]=1[O:12][CH3:13])[CH:7]=[C:19]1[C:20]2[C:25](=[CH:24][CH:23]=[CH:22][CH:21]=2)[NH:17][C:18]1=[O:26])([CH3:3])[CH3:2], predict the reactants needed to synthesize it. The reactants are: [CH:1]([C:4]1[CH:5]=[C:6]([CH:9]=[C:10]([CH:14]([CH3:16])[CH3:15])[C:11]=1[O:12][CH3:13])[CH:7]=O)([CH3:3])[CH3:2].[NH:17]1[C:25]2[C:20](=[CH:21][CH:22]=[CH:23][CH:24]=2)[CH2:19][C:18]1=[O:26]. (9) Given the product [C:1]1([C:11]2[C:12]3[CH:19]=[CH:18][NH:17][C:13]=3[N:14]=[CH:15][N:16]=2)[CH:6]=[CH:5][CH:4]=[CH:3][CH:2]=1, predict the reactants needed to synthesize it. The reactants are: [C:1]1(B(O)O)[CH:6]=[CH:5][CH:4]=[CH:3][CH:2]=1.Cl[C:11]1[C:12]2[CH:19]=[CH:18][NH:17][C:13]=2[N:14]=[CH:15][N:16]=1.C(=O)([O-])[O-].[Na+].[Na+].